This data is from Forward reaction prediction with 1.9M reactions from USPTO patents (1976-2016). The task is: Predict the product of the given reaction. (1) Given the reactants [NH2:1][C:2]1[C:11]([F:12])=[C:10]([F:13])[C:9]([O:14][CH3:15])=[C:8]2[C:3]=1[C:4](=[O:28])[C:5]([C:23]([O:25]CC)=[O:24])=[CH:6][N:7]2[CH2:16][C:17]1[CH:22]=[CH:21][CH:20]=[CH:19][CH:18]=1.[OH-].[Na+], predict the reaction product. The product is: [NH2:1][C:2]1[C:11]([F:12])=[C:10]([F:13])[C:9]([O:14][CH3:15])=[C:8]2[C:3]=1[C:4](=[O:28])[C:5]([C:23]([OH:25])=[O:24])=[CH:6][N:7]2[CH2:16][C:17]1[CH:22]=[CH:21][CH:20]=[CH:19][CH:18]=1. (2) Given the reactants [Cl:1][C:2]1[CH:3]=[C:4]([C:12]2[O:16][N:15]=[C:14]([C:17]3[CH:18]=[C:19]4[C:23](=[CH:24][CH:25]=3)[N:22]([CH2:26][CH2:27][C:28]([O:30]CC)=[O:29])[N:21]=[CH:20]4)[N:13]=2)[CH:5]=[CH:6][C:7]=1[O:8][CH:9]([CH3:11])[CH3:10].[OH-].[Na+], predict the reaction product. The product is: [Cl:1][C:2]1[CH:3]=[C:4]([C:12]2[O:16][N:15]=[C:14]([C:17]3[CH:18]=[C:19]4[C:23](=[CH:24][CH:25]=3)[N:22]([CH2:26][CH2:27][C:28]([OH:30])=[O:29])[N:21]=[CH:20]4)[N:13]=2)[CH:5]=[CH:6][C:7]=1[O:8][CH:9]([CH3:11])[CH3:10]. (3) Given the reactants [ClH:1].[NH2:2][C:3]1[C:12]2[N:13]=[C:14]([CH2:16][CH2:17][CH3:18])[S:15][C:11]=2[C:10]2[CH:9]=[CH:8][C:7]([O:19][CH2:20][CH2:21][NH:22]C(=O)OC(C)(C)C)=[CH:6][C:5]=2[N:4]=1, predict the reaction product. The product is: [ClH:1].[NH2:22][CH2:21][CH2:20][O:19][C:7]1[CH:8]=[CH:9][C:10]2[C:11]3[S:15][C:14]([CH2:16][CH2:17][CH3:18])=[N:13][C:12]=3[C:3]([NH2:2])=[N:4][C:5]=2[CH:6]=1. (4) Given the reactants [CH2:1]1[C:6](=O)[N:5](Cl)[C:3](=O)[CH2:2]1.[F:9][C:10]([F:22])([F:21])C(C1(CC)SCCCS1)=O.[CH3:23][O:24][CH:25]([O:28][CH3:29])[CH:26]=O.[NH3:30], predict the reaction product. The product is: [CH3:23][O:24][CH:25]([O:28][CH3:29])[C:26]1[NH:30][C:2]([CH2:1][CH3:6])=[C:3]([C:10]([F:22])([F:21])[F:9])[N:5]=1. (5) Given the reactants [CH3:1][O:2][C:3]1[CH:22]=[CH:21][C:6]([CH2:7][C@@H:8]2[C:12]3=[N:13][C:14]4[CH:19]=[CH:18][CH:17]=[CH:16][C:15]=4[N:11]3[C:10](=[O:20])[NH:9]2)=[CH:5][CH:4]=1.Cl.Cl.[F:25][CH2:26][CH2:27][N:28]1[CH2:33][CH2:32][CH:31]([NH2:34])[CH2:30][CH2:29]1.C(O)(C(F)(F)F)=O, predict the reaction product. The product is: [NH:13]1[C:14]2[CH:19]=[CH:18][CH:17]=[CH:16][C:15]=2[N:11]=[C:12]1[C@H:8]([NH:9][C:10]([NH:34][CH:31]1[CH2:32][CH2:33][N:28]([CH2:27][CH2:26][F:25])[CH2:29][CH2:30]1)=[O:20])[CH2:7][C:6]1[CH:21]=[CH:22][C:3]([O:2][CH3:1])=[CH:4][CH:5]=1. (6) Given the reactants S(O)(O)(=O)=O.[NH2:6][OH:7].[C:8]1(=O)[C@@H:16]2[C@@H:11]([CH2:12][CH2:13][CH2:14][CH2:15]2)[C:10](=[O:17])[O:9]1.[OH-].[Na+], predict the reaction product. The product is: [OH:7][N:6]1[C:8](=[O:9])[C@H:16]2[C@H:11]([CH2:12][CH2:13][CH2:14][CH2:15]2)[C:10]1=[O:17]. (7) Given the reactants [Cl:1][C:2]1[CH:7]=[C:6]([CH:8]=O)[C:5]([C:10]2[CH:15]=[CH:14][CH:13]=[CH:12][CH:11]=2)=[CH:4][N:3]=1.Cl.[NH2:17]O.C([O-])=O.[Na+].C(OC(=O)C)(=O)C, predict the reaction product. The product is: [Cl:1][C:2]1[CH:7]=[C:6]([C:8]#[N:17])[C:5]([C:10]2[CH:15]=[CH:14][CH:13]=[CH:12][CH:11]=2)=[CH:4][N:3]=1.